Dataset: Full USPTO retrosynthesis dataset with 1.9M reactions from patents (1976-2016). Task: Predict the reactants needed to synthesize the given product. (1) Given the product [CH3:15][C@H:10]1[O:11][C@@H:12]([CH3:14])[CH2:13][N:8]([C:5]2[C:4]([CH:16]=[O:17])=[CH:3][C:2]([C:23]3[N:24]=[C:25]([CH3:29])[S:26][C:27]=3[CH3:28])=[CH:7][N:6]=2)[CH2:9]1, predict the reactants needed to synthesize it. The reactants are: Br[C:2]1[CH:3]=[C:4]([CH:16]=[O:17])[C:5]([N:8]2[CH2:13][C@@H:12]([CH3:14])[O:11][C@@H:10]([CH3:15])[CH2:9]2)=[N:6][CH:7]=1.C([Sn](CCCC)(CCCC)[C:23]1[N:24]=[C:25]([CH3:29])[S:26][C:27]=1[CH3:28])CCC. (2) Given the product [N+:1]([C:4]1[CH:11]=[CH:10][C:7]([CH:8]=[N:22][NH:21][C:18]2[CH:19]=[CH:20][C:15]([O:14][C:13]([F:12])([F:24])[F:23])=[CH:16][CH:17]=2)=[CH:6][CH:5]=1)([O-:3])=[O:2], predict the reactants needed to synthesize it. The reactants are: [N+:1]([C:4]1[CH:11]=[CH:10][C:7]([CH:8]=O)=[CH:6][CH:5]=1)([O-:3])=[O:2].[F:12][C:13]([F:24])([F:23])[O:14][C:15]1[CH:20]=[CH:19][C:18]([NH:21][NH2:22])=[CH:17][CH:16]=1. (3) Given the product [NH2:25][C:13]1[CH:12]=[C:11]2[C:16]([C:8]([C:6]3[CH:5]=[CH:4][N:3]=[C:2]([CH3:1])[CH:7]=3)=[N:9][N:10]2[C:28]([C:35]2[CH:40]=[CH:39][CH:38]=[CH:37][CH:36]=2)([C:41]2[CH:42]=[CH:43][CH:44]=[CH:45][CH:46]=2)[C:29]2[CH:30]=[CH:31][CH:32]=[CH:33][CH:34]=2)=[CH:15][C:14]=1[CH2:17][CH2:18][CH2:19][C:20]([O:22][CH2:23][CH3:24])=[O:21], predict the reactants needed to synthesize it. The reactants are: [CH3:1][C:2]1[CH:7]=[C:6]([C:8]2[C:16]3[C:11](=[CH:12][C:13]([N+:25]([O-])=O)=[C:14]([CH2:17][CH2:18][CH2:19][C:20]([O:22][CH2:23][CH3:24])=[O:21])[CH:15]=3)[N:10]([C:28]([C:41]3[CH:46]=[CH:45][CH:44]=[CH:43][CH:42]=3)([C:35]3[CH:40]=[CH:39][CH:38]=[CH:37][CH:36]=3)[C:29]3[CH:34]=[CH:33][CH:32]=[CH:31][CH:30]=3)[N:9]=2)[CH:5]=[CH:4][N:3]=1. (4) Given the product [N:1]1([C:15]2[CH:14]=[CH:7][CH:22]=[CH:21][C:16]=2[CH:18]=[O:20])[CH2:6][CH2:5][CH2:4][CH2:3][CH2:2]1, predict the reactants needed to synthesize it. The reactants are: [NH:1]1[CH2:6][CH2:5][CH2:4][CH2:3][CH2:2]1.[C:7](=O)([O-])[O-].[K+].[K+].O.[C:14](O)(=O)[CH2:15][C:16]([CH2:21][C:22](O)=O)([C:18]([OH:20])=O)O. (5) Given the product [NH:19]1[CH:18]=[C:17]([C:13]2[CH:12]=[C:11]3[C:16](=[CH:15][CH:14]=2)[N:8]([CH2:7][C@@H:5]2[CH2:4][N:3]([C:28](=[O:37])[CH2:29][CH2:30][C:31]4[CH:32]=[CH:33][CH:34]=[CH:35][CH:36]=4)[C@@H:2]([CH3:1])[CH2:6]2)[N:9]=[CH:10]3)[CH:21]=[N:20]1, predict the reactants needed to synthesize it. The reactants are: [CH3:1][C@H:2]1[CH2:6][C@H:5]([CH2:7][N:8]2[C:16]3[C:11](=[CH:12][C:13]([C:17]4[CH:18]=[N:19][N:20](C5CCCCO5)[CH:21]=4)=[CH:14][CH:15]=3)[CH:10]=[N:9]2)[CH2:4][N:3]1[C:28](=[O:37])[CH2:29][CH2:30][C:31]1[CH:36]=[CH:35][CH:34]=[CH:33][CH:32]=1.C1(C)C=CC(S(O)(=O)=O)=CC=1.C(=O)(O)[O-].[Na+].